Task: Predict the reactants needed to synthesize the given product.. Dataset: Full USPTO retrosynthesis dataset with 1.9M reactions from patents (1976-2016) (1) Given the product [S:51]1[CH:55]=[CH:54][CH:53]=[C:52]1[CH2:56][NH:57][C:48]([C:46]1[CH:47]=[C:37]2[N:36]=[C:35]([C:32]3[CH:33]=[CH:34][C:29]([Br:28])=[CH:30][CH:31]=3)[CH:40]=[C:39]([C:41]([F:44])([F:42])[F:43])[N:38]2[N:45]=1)=[O:50], predict the reactants needed to synthesize it. The reactants are: F[P-](F)(F)(F)(F)F.N1(O[P+](N(C)C)(N(C)C)N(C)C)C2C=CC=CC=2N=N1.[Br:28][C:29]1[CH:34]=[CH:33][C:32]([C:35]2[CH:40]=[C:39]([C:41]([F:44])([F:43])[F:42])[N:38]3[N:45]=[C:46]([C:48]([OH:50])=O)[CH:47]=[C:37]3[N:36]=2)=[CH:31][CH:30]=1.[S:51]1[CH:55]=[CH:54][CH:53]=[C:52]1[CH2:56][NH2:57].C(N(CC)CC)C. (2) Given the product [C:34]([O:27][C@H:24]1[CH2:25][CH2:26][C@@:21]([C@H:20]2[CH2:19][CH2:18][C@@:17]3([CH3:31])[C@@H:4]([CH2:5][C@H:6]4[C@@H:16]3[C@H:15]([CH3:32])[C@@:8]3([CH2:13][CH2:12][C@@H:11]([CH3:14])[CH2:10][O:9]3)[O:7]4)[C@@H:3]2[CH2:2][NH2:1])([CH3:30])[C@@H:22]([CH2:28][OH:29])[CH2:23]1)(=[O:35])[CH3:33], predict the reactants needed to synthesize it. The reactants are: [NH2:1][CH2:2][C@@H:3]1[C@@H:20]([C@@:21]2([CH3:30])[CH2:26][CH2:25][C@H:24]([OH:27])[CH2:23][C@@H:22]2[CH2:28][OH:29])[CH2:19][CH2:18][C@@:17]2([CH3:31])[C@H:4]1[CH2:5][C@H:6]1[C@@H:16]2[C@H:15]([CH3:32])[C@@:8]2([CH2:13][CH2:12][C@@H:11]([CH3:14])[CH2:10][O:9]2)[O:7]1.[CH3:33][C:34](O)=[O:35]. (3) Given the product [B:1]([OH:4])([OH:3])[OH:2].[N:5]1[C:12]([NH2:13])=[N:11][C:9]([NH2:10])=[N:8][C:6]=1[NH2:7], predict the reactants needed to synthesize it. The reactants are: [B:1]([OH:4])([OH:3])[OH:2].[N:5]1[C:12]([NH2:13])=[N:11][C:9]([NH2:10])=[N:8][C:6]=1[NH2:7].C(=O)([O-])[O-].[Ca+2]. (4) Given the product [C:7]1([C:13]2([CH2:19][OH:20])[CH2:18][CH2:17][CH2:16][CH2:15][CH2:14]2)[CH:12]=[CH:11][CH:10]=[CH:9][CH:8]=1, predict the reactants needed to synthesize it. The reactants are: [H-].[H-].[H-].[H-].[Li+].[Al+3].[C:7]1([C:13]2([C:19](O)=[O:20])[CH2:18][CH2:17][CH2:16][CH2:15][CH2:14]2)[CH:12]=[CH:11][CH:10]=[CH:9][CH:8]=1. (5) Given the product [F:17][C:18]([F:30])([F:31])[C:19]1[CH:20]=[C:21]([NH:22][C:11](=[O:13])[C:10]2[CH:14]=[C:6]([C:1](=[O:5])[CH:2]([CH3:3])[CH3:4])[CH:7]=[CH:8][C:9]=2[OH:15])[CH:23]=[C:24]([C:26]([F:27])([F:29])[F:28])[CH:25]=1, predict the reactants needed to synthesize it. The reactants are: [C:1]([C:6]1[CH:7]=[CH:8][C:9]([O:15]C)=[C:10]([CH:14]=1)[C:11]([OH:13])=O)(=[O:5])[CH:2]([CH3:4])[CH3:3].[F:17][C:18]([F:31])([F:30])[C:19]1[CH:20]=[C:21]([CH:23]=[C:24]([C:26]([F:29])([F:28])[F:27])[CH:25]=1)[NH2:22]. (6) The reactants are: [NH:1]1[CH2:5][CH2:4][C@@H:3]([N:6]2[CH:10]=[C:9]([O:11][C:12]3[N:13]=[C:14]([OH:22])[C:15]4[CH:21]=[CH:20][N:19]=[CH:18][C:16]=4[N:17]=3)[CH:8]=[N:7]2)[CH2:2]1.Cl[C:24]1[CH:29]=[CH:28][CH:27]=[CH:26][C:25]=1[S:30](C1C=CC=CC=1Cl)(=[O:32])=[O:31]. Given the product [C:25]1([S:30]([N:1]2[CH2:5][CH2:4][C@@H:3]([N:6]3[CH:10]=[C:9]([O:11][C:12]4[N:13]=[C:14]([OH:22])[C:15]5[CH:21]=[CH:20][N:19]=[CH:18][C:16]=5[N:17]=4)[CH:8]=[N:7]3)[CH2:2]2)(=[O:32])=[O:31])[CH:26]=[CH:27][CH:28]=[CH:29][CH:24]=1, predict the reactants needed to synthesize it. (7) The reactants are: [O:1]([CH2:8][C:9]1[N:13]([CH2:14][C:15]2[CH:20]=[CH:19][C:18]([O:21][C:22]([F:25])([F:24])[F:23])=[CH:17][CH:16]=2)[C:12]2[CH:26]=[CH:27][C:28]([C:30]([OH:32])=O)=[CH:29][C:11]=2[N:10]=1)[C:2]1[CH:7]=[CH:6][CH:5]=[CH:4][CH:3]=1.CC(C)N=C=NC(C)C.[CH2:42]([NH2:46])[CH2:43][CH2:44][CH3:45]. Given the product [CH2:42]([NH:46][C:30]([C:28]1[CH:27]=[CH:26][C:12]2[N:13]([CH2:14][C:15]3[CH:20]=[CH:19][C:18]([O:21][C:22]([F:23])([F:25])[F:24])=[CH:17][CH:16]=3)[C:9]([CH2:8][O:1][C:2]3[CH:3]=[CH:4][CH:5]=[CH:6][CH:7]=3)=[N:10][C:11]=2[CH:29]=1)=[O:32])[CH2:43][CH2:44][CH3:45], predict the reactants needed to synthesize it. (8) Given the product [C:37]([CH2:36][C:33]1[CH:34]=[CH:35][C:30]([O:29][CH2:28]/[CH:27]=[CH:26]/[C:25]#[C:24][C:20]2[CH:19]=[C:18]([C:17]#[C:16]/[CH:15]=[CH:14]/[CH2:13][O:12][C:9]3[CH:10]=[CH:11][C:6]([CH2:5][C:4]([OH:44])=[O:3])=[CH:7][C:8]=3[Cl:43])[CH:23]=[CH:22][CH:21]=2)=[C:31]([Cl:42])[CH:32]=1)([OH:39])=[O:38], predict the reactants needed to synthesize it. The reactants are: C([O:3][C:4](=[O:44])[CH2:5][C:6]1[CH:11]=[CH:10][C:9]([O:12][CH2:13]/[CH:14]=[CH:15]/[C:16]#[C:17][C:18]2[CH:23]=[CH:22][CH:21]=[C:20]([C:24]#[C:25]/[CH:26]=[CH:27]/[CH2:28][O:29][C:30]3[CH:35]=[CH:34][C:33]([CH2:36][C:37]([O:39]CC)=[O:38])=[CH:32][C:31]=3[Cl:42])[CH:19]=2)=[C:8]([Cl:43])[CH:7]=1)C.[OH-].[Na+]. (9) Given the product [CH:10]1[C:9]2[C:14](=[N:15][C:16]3[C:21]([C:8]=2[NH:7][CH2:6][CH2:5][N:4]([CH2:3][CH2:2][NH:1][C:24]2[CH:37]4[CH:32]([CH2:33][CH2:34][CH2:35][CH2:36]4)[N:31]=[C:30]4[C:25]=2[CH:26]=[CH:27][CH:28]=[CH:29]4)[CH3:22])=[CH:20][CH:19]=[CH:18][CH:17]=3)[CH:13]=[CH:12][CH:11]=1, predict the reactants needed to synthesize it. The reactants are: [NH2:1][CH2:2][CH2:3][N:4]([CH3:22])[CH2:5][CH2:6][NH:7][C:8]1[C:9]2[C:14]([N:15]=[C:16]3[C:21]=1[CH2:20][CH2:19][CH2:18][CH2:17]3)=[CH:13][CH:12]=[CH:11][CH:10]=2.Cl[C:24]1[C:25]2[C:30]([N:31]=[C:32]3[C:37]=1[CH:36]=[CH:35][CH:34]=[CH:33]3)=[CH:29][CH:28]=[CH:27][CH:26]=2.